Dataset: Peptide-MHC class I binding affinity with 185,985 pairs from IEDB/IMGT. Task: Regression. Given a peptide amino acid sequence and an MHC pseudo amino acid sequence, predict their binding affinity value. This is MHC class I binding data. (1) The peptide sequence is KKKNPRLCTR. The MHC is HLA-A31:01 with pseudo-sequence HLA-A31:01. The binding affinity (normalized) is 0.357. (2) The peptide sequence is FVTDYVHEGV. The MHC is HLA-A02:01 with pseudo-sequence HLA-A02:01. The binding affinity (normalized) is 0.643. (3) The peptide sequence is APPEDPAV. The MHC is Mamu-A01 with pseudo-sequence Mamu-A01. The binding affinity (normalized) is 0.359. (4) The peptide sequence is RGSGQVGTY. The MHC is HLA-A30:02 with pseudo-sequence HLA-A30:02. The binding affinity (normalized) is 0.507. (5) The peptide sequence is NLGDKQDTF. The MHC is HLA-B07:02 with pseudo-sequence HLA-B07:02. The binding affinity (normalized) is 0.0847. (6) The peptide sequence is KSAQFPFHF. The MHC is HLA-B27:05 with pseudo-sequence HLA-B27:05. The binding affinity (normalized) is 0.196. (7) The peptide sequence is TVIYRGTTF. The MHC is HLA-B46:01 with pseudo-sequence HLA-B46:01. The binding affinity (normalized) is 0.0847. (8) The peptide sequence is KRWGFRSGV. The MHC is HLA-A02:01 with pseudo-sequence HLA-A02:01. The binding affinity (normalized) is 0.0847. (9) The peptide sequence is HGTMPDLHDY. The MHC is Patr-A0401 with pseudo-sequence Patr-A0401. The binding affinity (normalized) is 0.